The task is: Predict the product of the given reaction.. This data is from Forward reaction prediction with 1.9M reactions from USPTO patents (1976-2016). (1) Given the reactants [Cl:1][C:2]1[CH:3]=[C:4]([C:8]2[N:9]=[C:10]([OH:17])[C:11]3[S:16][CH2:15][CH2:14][C:12]=3[N:13]=2)[CH:5]=[CH:6][CH:7]=1.C(N(CC)CC)C.[F:25][C:26]([F:32])([F:31])[S:27](O)(=[O:29])=[O:28], predict the reaction product. The product is: [F:25][C:26]([F:32])([F:31])[S:27]([O:17][C:10]1[C:11]2[S:16][CH2:15][CH2:14][C:12]=2[N:13]=[C:8]([C:4]2[CH:5]=[CH:6][CH:7]=[C:2]([Cl:1])[CH:3]=2)[N:9]=1)(=[O:29])=[O:28]. (2) The product is: [Br:1][C:2]1[CH:7]=[CH:6][C:5]([C:8]2([C:14]3[S:16][CH:18]=[C:19]([C:20]([O:22][CH2:23][CH3:24])=[O:21])[N:15]=3)[CH2:9][CH2:10][O:11][CH2:12][CH2:13]2)=[CH:4][CH:3]=1. Given the reactants [Br:1][C:2]1[CH:7]=[CH:6][C:5]([C:8]2([C:14](=[S:16])[NH2:15])[CH2:13][CH2:12][O:11][CH2:10][CH2:9]2)=[CH:4][CH:3]=1.Br[CH2:18][C:19](=O)[C:20]([O:22][CH2:23][CH3:24])=[O:21], predict the reaction product.